Dataset: Reaction yield outcomes from USPTO patents with 853,638 reactions. Task: Predict the reaction yield, written as a fraction of the theoretical maximum amount of product (1.0 means a 100% yield; for example, 0.34 means a 34% yield). (1) The reactants are C(O)(=O)CCC(O)=O.[CH3:9][CH:10]([CH3:34])[CH2:11][NH:12][C@H:13]1[CH2:18][C@@H:17]([C:19]([N:21]2[CH2:26][CH2:25][O:24][CH2:23][CH2:22]2)=[O:20])[CH2:16][N:15]([C:27]([O:29][C:30]([CH3:33])([CH3:32])[CH3:31])=[O:28])[CH2:14]1.C(#N)C.[C:38](=[O:41])([O-])[O-].[K+].[K+].[CH3:44][O:45][CH2:46][CH2:47][CH2:48][CH2:49][N:50]1[C:54]2[CH:55]=[CH:56][CH:57]=[CH:58][C:53]=2[N:52]=[C:51]1C(Cl)(Cl)Cl. The catalyst is C1(C)C=CC=CC=1.O.CS(C)=O. The product is [CH3:44][O:45][CH2:46][CH2:47][CH2:48][CH2:49][N:50]1[C:54]2[CH:55]=[CH:56][CH:57]=[CH:58][C:53]=2[N:52]=[C:51]1[C:38]([N:12]([CH2:11][CH:10]([CH3:34])[CH3:9])[C@H:13]1[CH2:18][C@@H:17]([C:19]([N:21]2[CH2:26][CH2:25][O:24][CH2:23][CH2:22]2)=[O:20])[CH2:16][N:15]([C:27]([O:29][C:30]([CH3:32])([CH3:31])[CH3:33])=[O:28])[CH2:14]1)=[O:41]. The yield is 0.742. (2) The reactants are [O:1]=[C:2]1[C:7]([CH2:8][C:9]2[CH:14]=[CH:13][C:12]([C:15]3[C:16]([C:21]#[N:22])=[CH:17][CH:18]=[CH:19][CH:20]=3)=[CH:11][CH:10]=2)=[C:6]([CH2:23][CH2:24][CH3:25])[N:5]2[N:26]=[CH:27][N:28]=[C:4]2[N:3]1[CH:29]1[CH2:34][CH2:33][CH:32]([O:35][CH2:36][C:37](=[O:39])[CH3:38])[CH2:31][CH2:30]1.[CH3:40][Mg]Br.[Cl-].[NH4+]. The catalyst is O1CCCC1. The product is [OH:39][C:37]([CH3:40])([CH3:38])[CH2:36][O:35][CH:32]1[CH2:31][CH2:30][CH:29]([N:3]2[C:2](=[O:1])[C:7]([CH2:8][C:9]3[CH:14]=[CH:13][C:12]([C:15]4[C:16]([C:21]#[N:22])=[CH:17][CH:18]=[CH:19][CH:20]=4)=[CH:11][CH:10]=3)=[C:6]([CH2:23][CH2:24][CH3:25])[N:5]3[N:26]=[CH:27][N:28]=[C:4]23)[CH2:34][CH2:33]1. The yield is 0.780. (3) The reactants are [CH3:1][O:2][C:3]1[CH:8]=[C:7]([N+:9]([O-:11])=[O:10])[CH:6]=[CH:5][C:4]=1[CH3:12].C(O[CH:18](N(C)C)[N:19](C)C)(C)(C)C.NOS(O)(=O)=O. No catalyst specified. The product is [CH3:1][O:2][C:3]1[CH:8]=[C:7]([N+:9]([O-:11])=[O:10])[CH:6]=[CH:5][C:4]=1[CH2:12][C:18]#[N:19]. The yield is 0.300. (4) The reactants are [O:1]1[C:5]2[CH2:6][CH2:7][CH2:8][C:9](=O)[C:4]=2[CH:3]=[CH:2]1.C([O-])(=O)C.[NH4+].C([BH3-])#[N:17].[Na+]. The catalyst is CO. The product is [O:1]1[C:5]2[CH2:6][CH2:7][CH2:8][CH:9]([NH2:17])[C:4]=2[CH:3]=[CH:2]1. The yield is 0.380. (5) The reactants are [CH:1](=[O:5])[CH:2]([CH3:4])[CH3:3].[C:6](#[N:9])[CH:7]=[CH2:8].Cl. The catalyst is CO. The product is [CH3:3][C:2]([CH3:4])([CH:1]=[O:5])[CH2:8][CH2:7][C:6]#[N:9]. The yield is 0.507. (6) The reactants are [CH:1]([C:3]1[S:7][C:6]([NH:8][C:9]2[CH:17]=[CH:16][C:12]([C:13]([OH:15])=[O:14])=[CH:11][N:10]=2)=[N:5][CH:4]=1)=O.[NH2:18][C:19]1[C:20]([F:32])=[CH:21][C:22]([F:31])=[C:23]([CH:30]=1)[C:24]([NH:26][CH:27]1[CH2:29][CH2:28]1)=[O:25]. No catalyst specified. The product is [CH:27]1([NH:26][C:24]([C:23]2[C:22]([F:31])=[CH:21][C:20]([F:32])=[C:19]([NH:18][CH2:1][C:3]3[S:7][C:6]([NH:8][C:9]4[CH:17]=[CH:16][C:12]([C:13]([OH:15])=[O:14])=[CH:11][N:10]=4)=[N:5][CH:4]=3)[CH:30]=2)=[O:25])[CH2:28][CH2:29]1. The yield is 0.950. (7) The reactants are [F:1][C:2]1[CH:3]=[C:4]2[C:8](=[CH:9][CH:10]=1)[NH:7][C:6]([C:11](OCC)=[O:12])=[CH:5]2.[H-].[Al+3].[Li+].[H-].[H-].[H-]. The catalyst is C1COCC1. The product is [F:1][C:2]1[CH:3]=[C:4]2[C:8](=[CH:9][CH:10]=1)[NH:7][C:6]([CH2:11][OH:12])=[CH:5]2. The yield is 0.900. (8) The reactants are C1([Li])C=CC=CC=1.Br[C:9]1[CH:14]=[C:13]([O:15][CH2:16][O:17][CH3:18])[CH:12]=[C:11]([Br:19])[C:10]=1[O:20][CH2:21][O:22][CH3:23].CN([CH:27]=[O:28])C.O. The catalyst is C1CCCCC1.CCOCC.C1COCC1. The product is [Br:19][C:11]1[C:10]([O:20][CH2:21][O:22][CH3:23])=[C:9]([CH:14]=[C:13]([O:15][CH2:16][O:17][CH3:18])[CH:12]=1)[CH:27]=[O:28]. The yield is 0.700.